This data is from NCI-60 drug combinations with 297,098 pairs across 59 cell lines. The task is: Regression. Given two drug SMILES strings and cell line genomic features, predict the synergy score measuring deviation from expected non-interaction effect. (1) Drug 1: C1CCN(CC1)CCOC2=CC=C(C=C2)C(=O)C3=C(SC4=C3C=CC(=C4)O)C5=CC=C(C=C5)O. Drug 2: CC1=C(C=C(C=C1)NC(=O)C2=CC=C(C=C2)CN3CCN(CC3)C)NC4=NC=CC(=N4)C5=CN=CC=C5. Cell line: NCI-H522. Synergy scores: CSS=-10.7, Synergy_ZIP=1.32, Synergy_Bliss=-7.69, Synergy_Loewe=-13.2, Synergy_HSA=-13.5. (2) Drug 1: COC1=C(C=C2C(=C1)N=CN=C2NC3=CC(=C(C=C3)F)Cl)OCCCN4CCOCC4. Drug 2: COCCOC1=C(C=C2C(=C1)C(=NC=N2)NC3=CC=CC(=C3)C#C)OCCOC.Cl. Cell line: IGROV1. Synergy scores: CSS=51.4, Synergy_ZIP=-2.06, Synergy_Bliss=-3.11, Synergy_Loewe=1.36, Synergy_HSA=3.96. (3) Drug 1: CCC1(CC2CC(C3=C(CCN(C2)C1)C4=CC=CC=C4N3)(C5=C(C=C6C(=C5)C78CCN9C7C(C=CC9)(C(C(C8N6C)(C(=O)OC)O)OC(=O)C)CC)OC)C(=O)OC)O.OS(=O)(=O)O. Drug 2: COC1=C2C(=CC3=C1OC=C3)C=CC(=O)O2. Cell line: OVCAR-5. Synergy scores: CSS=3.63, Synergy_ZIP=-1.62, Synergy_Bliss=-0.650, Synergy_Loewe=-7.10, Synergy_HSA=-2.08. (4) Cell line: NCI/ADR-RES. Synergy scores: CSS=31.8, Synergy_ZIP=1.68, Synergy_Bliss=3.20, Synergy_Loewe=-19.5, Synergy_HSA=3.21. Drug 2: C1CNP(=O)(OC1)N(CCCl)CCCl. Drug 1: C1=CN(C(=O)N=C1N)C2C(C(C(O2)CO)O)O.Cl.